This data is from Forward reaction prediction with 1.9M reactions from USPTO patents (1976-2016). The task is: Predict the product of the given reaction. (1) Given the reactants Br[C:2]1[N:6]([CH3:7])[N:5]=[CH:4][C:3]=1[C:8]1[N:9]=[C:10]([CH3:28])[N:11]2[C:16]=1[C:15]([N:17]([CH2:19][C:20]1[CH:25]=[CH:24][C:23]([O:26][CH3:27])=[CH:22][CH:21]=1)[CH3:18])=[N:14][CH:13]=[N:12]2.C([Li])CCCCC.Br[C:37]1[CH:42]=[CH:41][C:40]([C:43]([F:46])([F:45])[F:44])=[CH:39][N:38]=1, predict the reaction product. The product is: [CH3:27][O:26][C:23]1[CH:24]=[CH:25][C:20]([CH2:19][N:17]([CH3:18])[C:15]2[C:16]3=[C:8]([C:3]4[CH:4]=[N:5][N:6]([CH3:7])[C:2]=4[C:37]4[CH:42]=[CH:41][C:40]([C:43]([F:46])([F:45])[F:44])=[CH:39][N:38]=4)[N:9]=[C:10]([CH3:28])[N:11]3[N:12]=[CH:13][N:14]=2)=[CH:21][CH:22]=1. (2) The product is: [I:12][C:8]1[CH:7]=[C:6]2[C:11]([C:2]([N:17]3[CH2:18][CH2:19][CH2:20][C@H:16]3[CH2:15][OH:14])=[CH:3][C:4]([CH3:13])=[N:5]2)=[CH:10][CH:9]=1. Given the reactants Cl[C:2]1[C:11]2[C:6](=[CH:7][C:8]([I:12])=[CH:9][CH:10]=2)[N:5]=[C:4]([CH3:13])[CH:3]=1.[OH:14][CH2:15][C@@H:16]1[CH2:20][CH2:19][CH2:18][NH:17]1, predict the reaction product. (3) Given the reactants [C:1]([O:5][C@@H:6]([C:11]1[C:26]([CH3:27])=[CH:25][C:14]2[N:15]=[C:16]([C:18]3[CH:23]=[CH:22][N:21]=[C:20](Cl)[N:19]=3)[S:17][C:13]=2[C:12]=1[C:28]1[CH:33]=[CH:32][C:31]([Cl:34])=[CH:30][CH:29]=1)[C:7]([O:9][CH3:10])=[O:8])([CH3:4])([CH3:3])[CH3:2].Cl.Cl.[CH3:37][N:38]([CH3:43])[CH:39]1[CH2:42][NH:41][CH2:40]1.C(N(CC)CC)C, predict the reaction product. The product is: [C:1]([O:5][C@@H:6]([C:11]1[C:26]([CH3:27])=[CH:25][C:14]2[N:15]=[C:16]([C:18]3[CH:23]=[CH:22][N:21]=[C:20]([N:41]4[CH2:42][CH:39]([N:38]([CH3:43])[CH3:37])[CH2:40]4)[N:19]=3)[S:17][C:13]=2[C:12]=1[C:28]1[CH:33]=[CH:32][C:31]([Cl:34])=[CH:30][CH:29]=1)[C:7]([O:9][CH3:10])=[O:8])([CH3:3])([CH3:4])[CH3:2]. (4) The product is: [Cl:14][CH2:11][C:9]1[CH:8]=[CH:7][C:5]2[O:6][C:2]([F:13])([F:1])[O:3][C:4]=2[CH:10]=1. Given the reactants [F:1][C:2]1([F:13])[O:6][C:5]2[CH:7]=[CH:8][C:9]([CH2:11]O)=[CH:10][C:4]=2[O:3]1.[Cl:14]CCl, predict the reaction product.